Predict the reaction yield, written as a fraction of the theoretical maximum amount of product (1.0 means a 100% yield; for example, 0.34 means a 34% yield). From a dataset of Reaction yield outcomes from USPTO patents with 853,638 reactions. (1) The product is [C:12]([O:16][C:17]([N:19]1[CH2:24][CH2:23][CH:22]([C:25]#[C:26][C:8]2[O:9][CH:10]=[C:6]([C:4]([O:3][CH2:1][CH3:2])=[O:5])[N:7]=2)[CH2:21][CH2:20]1)=[O:18])([CH3:15])([CH3:14])[CH3:13]. The yield is 0.600. The reactants are [CH2:1]([O:3][C:4]([C:6]1[N:7]=[C:8](Cl)[O:9][CH:10]=1)=[O:5])[CH3:2].[C:12]([O:16][C:17]([N:19]1[CH2:24][CH2:23][CH:22]([C:25]#[CH:26])[CH2:21][CH2:20]1)=[O:18])([CH3:15])([CH3:14])[CH3:13].CCN(CC)CC.CN(C=O)C. The catalyst is C1C=CC(P(C2C=CC=CC=2)C2C=CC=CC=2)=CC=1.C1C=CC(P(C2C=CC=CC=2)C2C=CC=CC=2)=CC=1.Cl[Pd]Cl.[Cu]I.CCOC(C)=O.CCCCCC. (2) The reactants are Br[C:2]1[C:3]([CH3:16])=[C:4]([O:14][CH3:15])[C:5]2[O:9][C:8]([CH3:11])([CH3:10])[CH2:7][C:6]=2[C:12]=1[CH3:13].[F:17][C:18]1[CH:23]=[CH:22][C:21]([N:24]2[CH2:29][CH2:28][NH:27][CH2:26][CH2:25]2)=[CH:20][CH:19]=1. The yield is 0.490. No catalyst specified. The product is [F:17][C:18]1[CH:19]=[CH:20][C:21]([N:24]2[CH2:29][CH2:28][N:27]([C:2]3[C:3]([CH3:16])=[C:4]([O:14][CH3:15])[C:5]4[O:9][C:8]([CH3:11])([CH3:10])[CH2:7][C:6]=4[C:12]=3[CH3:13])[CH2:26][CH2:25]2)=[CH:22][CH:23]=1. (3) The reactants are [NH2:1][C:2]1[N:7]=[C:6]([NH2:8])[C:5]([CH2:9][C:10]2[C:15]3[CH:16]=[C:17]([CH2:19][OH:20])[O:18][C:14]=3[C:13]([O:21][CH3:22])=[C:12]([O:23][CH3:24])[CH:11]=2)=[CH:4][N:3]=1. The catalyst is C(Cl)(Cl)Cl.[O-2].[Mn+2]. The product is [NH2:1][C:2]1[N:7]=[C:6]([NH2:8])[C:5]([CH2:9][C:10]2[C:15]3[CH:16]=[C:17]([CH:19]=[O:20])[O:18][C:14]=3[C:13]([O:21][CH3:22])=[C:12]([O:23][CH3:24])[CH:11]=2)=[CH:4][N:3]=1. The yield is 0.600. (4) The reactants are [C:1]([O:4][CH2:5][C:6]1[C:7](CO)=[C:8]([O:21][CH3:22])[C:9]([C:13]2[CH:18]=[CH:17][C:16](OC)=[CH:15][CH:14]=2)=[C:10]([OH:12])[CH:11]=1)(=[O:3])[CH3:2].C([SiH](CC)CC)C.[C:32](=[O:35])([O-])O.[Na+].[C:37](OCC)(=O)C. The catalyst is C(#N)C. The product is [C:1]([O:4][CH2:5][C:6]1[CH:7]=[C:8]([O:21][CH3:22])[C:9]([CH2:13][C:18]2[CH:17]=[CH:16][C:15]([O:35][CH3:32])=[CH:14][CH:37]=2)=[C:10]([OH:12])[CH:11]=1)(=[O:3])[CH3:2]. The yield is 0.748. (5) The reactants are [NH2:1][C:2]1[CH:7]=[C:6]([F:8])[C:5]([CH3:9])=[CH:4][C:3]=1[NH:10][CH:11]1[CH2:16][CH2:15][N:14]([C@H:17]2[CH2:22][CH2:21][C@H:20]([O:23][CH3:24])[CH2:19][CH2:18]2)[CH2:13][CH2:12]1.C(N(C(C)C)CC)(C)C.[Cl:34][C:35](Cl)([O:37]C(=O)OC(Cl)(Cl)Cl)Cl.C([O-])(O)=O.[Na+]. The catalyst is ClCCl.O. The product is [ClH:34].[F:8][C:6]1[C:5]([CH3:9])=[CH:4][C:3]2[N:10]([CH:11]3[CH2:12][CH2:13][N:14]([C@H:17]4[CH2:22][CH2:21][C@H:20]([O:23][CH3:24])[CH2:19][CH2:18]4)[CH2:15][CH2:16]3)[C:35](=[O:37])[NH:1][C:2]=2[CH:7]=1. The yield is 0.620. (6) The reactants are C[O:2][C:3](=[O:15])[C:4]1[CH:9]=[C:8]([S:10]([CH3:13])(=[O:12])=[O:11])[CH:7]=[C:6]([Cl:14])[CH:5]=1.O.[OH-].[Li+]. The catalyst is O1CCCC1.O. The product is [Cl:14][C:6]1[CH:5]=[C:4]([CH:9]=[C:8]([S:10]([CH3:13])(=[O:12])=[O:11])[CH:7]=1)[C:3]([OH:15])=[O:2]. The yield is 0.830. (7) The reactants are C([N:8]1[CH2:14][C:13]2[N:15]=[CH:16][C:17]([N:19]([CH2:21][CH:22]3[CH2:24][CH2:23]3)[CH3:20])=[N:18][C:12]=2[O:11][CH2:10][CH2:9]1)C1C=CC=CC=1.C(OCC)(=O)C.[ClH:31]. The catalyst is CO.[OH-].[OH-].[Pd+2]. The product is [ClH:31].[CH:22]1([CH2:21][N:19]([CH3:20])[C:17]2[CH:16]=[N:15][C:13]3[CH2:14][NH:8][CH2:9][CH2:10][O:11][C:12]=3[N:18]=2)[CH2:23][CH2:24]1. The yield is 0.670. (8) The reactants are [CH3:1][CH:2]([N:4]1[C:12](/[CH:13]=[CH:14]/[C@H:15]([OH:24])[CH2:16][C@H:17]([OH:23])[CH2:18][C:19]([O:21]C)=[O:20])=[C:11]([C:25]2[CH:30]=[CH:29][C:28]([F:31])=[CH:27][CH:26]=2)[C:10]2[C:5]1=[CH:6][CH:7]=[CH:8][CH:9]=2)[CH3:3].[OH-].[Na+:33]. The catalyst is C(#N)C. The product is [CH3:3][CH:2]([N:4]1[C:12](/[CH:13]=[CH:14]/[CH:15]([OH:24])[CH2:16][CH:17]([OH:23])[CH2:18][C:19]([O-:21])=[O:20])=[C:11]([C:25]2[CH:26]=[CH:27][C:28]([F:31])=[CH:29][CH:30]=2)[C:10]2[CH:9]=[CH:8][CH:7]=[CH:6][C:5]1=2)[CH3:1].[Na+:33]. The yield is 0.349. (9) The reactants are [Br:1][C:2]1[CH:3]=[CH:4][C:5]2[O:14][CH2:13][CH2:12][N:11]3[C:7](=[N:8][C:9](I)=[CH:10]3)[C:6]=2[CH:16]=1.Cl.[CH3:18][O:19][CH2:20][C:21]([NH2:23])=[NH:22].[CH3:24][C:25]1([CH3:65])C2C(=C(P(C3C=CC=CC=3)C3C=CC=CC=3)C=CC=2)OC2C(P(C3C=CC=CC=3)C3C=CC=CC=3)=CC=CC1=2.Cl.[CH:67]([NH:70]N)(C)C. The catalyst is CN(C=O)C.C(OCC)(=O)C.C([O-])(=O)C.[Pd+2].C([O-])(=O)C.C(O)(=O)C. The product is [Br:1][C:2]1[CH:3]=[CH:4][C:5]2[O:14][CH2:13][CH2:12][N:11]3[C:7](=[N:8][C:9]([C:67]4[N:70]([CH:25]([CH3:65])[CH3:24])[N:22]=[C:21]([CH2:20][O:19][CH3:18])[N:23]=4)=[CH:10]3)[C:6]=2[CH:16]=1. The yield is 0.400. (10) The reactants are [CH3:1][O:2][C:3](=[O:18])[C:4]1[CH:9]=[C:8]([NH:10][C:11](=[O:13])[CH3:12])[CH:7]=[C:6]([N+:14]([O-:16])=O)[C:5]=1[CH3:17].[CH3:19]OC(OC)N(C)C. The catalyst is CN(C)C=O. The product is [CH3:1][O:2][C:3]([C:4]1[C:5]2[CH:17]=[CH:19][N:14]([OH:16])[C:6]=2[CH:7]=[C:8]([NH:10][C:11](=[O:13])[CH3:12])[CH:9]=1)=[O:18]. The yield is 0.610.